The task is: Predict the reactants needed to synthesize the given product.. This data is from Full USPTO retrosynthesis dataset with 1.9M reactions from patents (1976-2016). (1) Given the product [CH3:1][S:2]([C:4]1[CH:19]=[CH:18][C:7]([O:8][C:9]2[CH:10]=[CH:11][C:12]([NH2:15])=[N:13][CH:14]=2)=[CH:6][CH:5]=1)=[O:3], predict the reactants needed to synthesize it. The reactants are: [CH3:1][S:2]([C:4]1[CH:19]=[CH:18][C:7]([O:8][C:9]2[CH:10]=[CH:11][C:12]([N+:15]([O-])=O)=[N:13][CH:14]=2)=[CH:6][CH:5]=1)=[O:3]. (2) Given the product [CH3:18][C:13]([CH3:19])([CH:12]=[O:11])[C:14]([O:16][CH3:17])=[O:15], predict the reactants needed to synthesize it. The reactants are: CS(C)=O.C(Cl)(=O)C(Cl)=O.[OH:11][CH2:12][C:13]([CH3:19])([CH3:18])[C:14]([O:16][CH3:17])=[O:15].C(N(CC)CC)C. (3) Given the product [C:47]([NH:1][C:2]1[CH:3]=[C:4]([CH:9]=[C:10]([O:12][C:13]2[CH:22]=[CH:21][C:20]3[CH2:19][CH2:18][C@H:17]([N:23]([C:34]([O:36][C:37]([CH3:40])([CH3:39])[CH3:38])=[O:35])[CH2:24][C@@H:25]([C:27]4[CH:32]=[CH:31][CH:30]=[C:29]([Cl:33])[CH:28]=4)[OH:26])[CH2:16][C:15]=3[CH:14]=2)[CH:11]=1)[C:5]([O:7][CH3:8])=[O:6])(=[O:54])[C:48]1[CH:53]=[CH:52][CH:51]=[CH:50][CH:49]=1, predict the reactants needed to synthesize it. The reactants are: [NH2:1][C:2]1[CH:3]=[C:4]([CH:9]=[C:10]([O:12][C:13]2[CH:22]=[CH:21][C:20]3[CH2:19][CH2:18][C@H:17]([N:23]([C:34]([O:36][C:37]([CH3:40])([CH3:39])[CH3:38])=[O:35])[CH2:24][C@@H:25]([C:27]4[CH:32]=[CH:31][CH:30]=[C:29]([Cl:33])[CH:28]=4)[OH:26])[CH2:16][C:15]=3[CH:14]=2)[CH:11]=1)[C:5]([O:7][CH3:8])=[O:6].N1C=CC=CC=1.[C:47](Cl)(=[O:54])[C:48]1[CH:53]=[CH:52][CH:51]=[CH:50][CH:49]=1.O. (4) Given the product [CH3:1][C:2]1[C:7](=[O:15])[N:8]([C:9]2[CH:14]=[CH:13][CH:12]=[CH:11][CH:10]=2)[C:4](=[O:5])[CH:3]=1, predict the reactants needed to synthesize it. The reactants are: [CH3:1][C:2]([C:7](=[O:15])[NH:8][C:9]1[CH:14]=[CH:13][CH:12]=[CH:11][CH:10]=1)=[CH:3][C:4](O)=[O:5].C([O-])(=O)C.[Na+]. (5) Given the product [Br:1][C:2]1[CH:3]=[C:4]2[N:9]=[C:15]([C:12]3[CH:13]=[CH:14][NH:10][N:11]=3)[NH:8][C:5]2=[N:6][CH:7]=1, predict the reactants needed to synthesize it. The reactants are: [Br:1][C:2]1[CH:3]=[C:4]([NH2:9])[C:5]([NH2:8])=[N:6][CH:7]=1.[NH:10]1[CH:14]=[CH:13][C:12]([CH:15]=O)=[N:11]1. (6) Given the product [CH3:25][C:21]1[CH:22]=[CH:23][CH:24]=[C:2]([CH3:1])[C:3]=1[CH2:4][NH:5][C:6]1[C:14]2[N:13]=[C:12]([CH3:15])[N:11]([CH3:16])[C:10]=2[CH:9]=[C:8]([C:17]2[O:18][C:26]([CH3:27])=[N:20][N:19]=2)[CH:7]=1, predict the reactants needed to synthesize it. The reactants are: [CH3:1][C:2]1[CH:24]=[CH:23][CH:22]=[C:21]([CH3:25])[C:3]=1[CH2:4][NH:5][C:6]1[C:14]2[N:13]=[C:12]([CH3:15])[N:11]([CH3:16])[C:10]=2[CH:9]=[C:8]([C:17]([NH:19][NH2:20])=[O:18])[CH:7]=1.[C:26](OCC)(OCC)(OCC)[CH3:27]. (7) Given the product [F:44][C:43]([F:46])([F:45])[S:40]([O:1][C:2]1[CH:11]=[CH:10][C:9]2[NH:8][C:7](=[O:12])[C:6]3[S:13][CH:14]=[CH:15][C:5]=3[C:4]=2[C:3]=1[C:16]1[CH:30]=[CH:29][C:19]([CH2:20][NH:21][C:22]([O:23][C:24]([CH3:26])([CH3:27])[CH3:25])=[O:28])=[CH:18][CH:17]=1)(=[O:42])=[O:41], predict the reactants needed to synthesize it. The reactants are: [OH:1][C:2]1[CH:11]=[CH:10][C:9]2[NH:8][C:7](=[O:12])[C:6]3[S:13][CH:14]=[CH:15][C:5]=3[C:4]=2[C:3]=1[C:16]1[CH:30]=[CH:29][C:19]([CH2:20][NH:21][C:22](=[O:28])[O:23][C:24]([CH3:27])([CH3:26])[CH3:25])=[CH:18][CH:17]=1.[H-].[Na+].C1C=CC(N([S:40]([C:43]([F:46])([F:45])[F:44])(=[O:42])=[O:41])[S:40]([C:43]([F:46])([F:45])[F:44])(=[O:42])=[O:41])=CC=1. (8) Given the product [C:1]([NH:5][C:6]1[N:10]2[CH:11]=[CH:12][N:13]=[CH:14][C:9]2=[N:8][C:7]=1[C:15]1[S:16][C:17]([C:20]#[C:21][C:23]2[CH:28]=[CH:27][CH:26]=[C:25]([F:29])[N:24]=2)=[CH:18][CH:19]=1)([CH3:4])([CH3:3])[CH3:2], predict the reactants needed to synthesize it. The reactants are: [C:1]([NH:5][C:6]1[N:10]2[CH:11]=[CH:12][N:13]=[CH:14][C:9]2=[N:8][C:7]=1[C:15]1[S:16][C:17]([C:20]#[CH:21])=[CH:18][CH:19]=1)([CH3:4])([CH3:3])[CH3:2].Br[C:23]1[CH:28]=[CH:27][CH:26]=[C:25]([F:29])[N:24]=1.CCN(CC)CC.C([O-])([O-])=O.[Na+].[Na+]. (9) The reactants are: C[O:2][C:3]1[CH:4]=[C:5]2[C:10](=[CH:11][CH:12]=1)[C:9]([CH3:17])([C:13]([F:16])([F:15])[F:14])[O:8][CH2:7][CH2:6]2.Br. Given the product [OH:2][C:3]1[CH:4]=[C:5]2[C:10](=[CH:11][CH:12]=1)[C:9]([CH3:17])([C:13]([F:16])([F:14])[F:15])[O:8][CH2:7][CH2:6]2, predict the reactants needed to synthesize it.